From a dataset of Forward reaction prediction with 1.9M reactions from USPTO patents (1976-2016). Predict the product of the given reaction. (1) Given the reactants [ClH:1].Cl.Cl.[CH3:4][N:5]1[CH2:10][CH2:9][CH:8]([N:11]([C:13]2[CH:18]=[CH:17][CH:16]=[C:15]([NH2:19])[CH:14]=2)[CH3:12])[CH2:7][CH2:6]1.[F:20][C:21]1[CH:29]=[C:28]([F:30])[CH:27]=[C:26]([F:31])[C:22]=1[C:23]([Cl:25])=[O:24], predict the reaction product. The product is: [ClH:25].[ClH:1].[F:20][C:21]1[CH:29]=[C:28]([F:30])[CH:27]=[C:26]([F:31])[C:22]=1[C:23]([NH:19][C:15]1[CH:16]=[CH:17][CH:18]=[C:13]([N:11]([CH3:12])[CH:8]2[CH2:7][CH2:6][N:5]([CH3:4])[CH2:10][CH2:9]2)[CH:14]=1)=[O:24]. (2) Given the reactants [CH2:1]([C:5]1([C:8]2[CH:35]=[CH:34][C:11]([CH2:12][N:13](CC3C=CC(OC)=CC=3OC)[S:14]([C:17]3[CH:22]=[CH:21][N:20]=[CH:19][CH:18]=3)(=[O:16])=[O:15])=[CH:10][CH:9]=2)[CH2:7][CH2:6]1)[CH2:2][CH2:3][CH3:4].FC(F)(F)C(O)=O, predict the reaction product. The product is: [CH2:1]([C:5]1([C:8]2[CH:35]=[CH:34][C:11]([CH2:12][NH:13][S:14]([C:17]3[CH:18]=[CH:19][N:20]=[CH:21][CH:22]=3)(=[O:16])=[O:15])=[CH:10][CH:9]=2)[CH2:7][CH2:6]1)[CH2:2][CH2:3][CH3:4]. (3) Given the reactants C([O:8][N:9]1[C:14]2[N:15]=[CH:16][N:17]=[C:18]([CH3:19])[C:13]=2[C:12]([NH:20][CH2:21][C:22]2[CH:23]=[N:24][C:25]([O:28][CH2:29][C:30]([F:33])([F:32])[F:31])=[CH:26][CH:27]=2)=[CH:11][C:10]1=[O:34])C1C=CC=CC=1.CO.[H][H], predict the reaction product. The product is: [OH:8][N:9]1[C:14]2[N:15]=[CH:16][N:17]=[C:18]([CH3:19])[C:13]=2[C:12]([NH:20][CH2:21][C:22]2[CH:23]=[N:24][C:25]([O:28][CH2:29][C:30]([F:33])([F:32])[F:31])=[CH:26][CH:27]=2)=[CH:11][C:10]1=[O:34].